From a dataset of Forward reaction prediction with 1.9M reactions from USPTO patents (1976-2016). Predict the product of the given reaction. (1) Given the reactants Br[C:2]1[CH:10]=[CH:9][CH:8]=[C:7]2[C:3]=1[C:4]([CH3:18])=[C:5]([C:12]1[CH:17]=[CH:16][CH:15]=[CH:14][CH:13]=1)[N:6]2[CH3:11].C([O-])([O-])=O.[K+].[K+].[CH3:25][O:26][C:27]1[CH:32]=[CH:31][C:30](B(O)O)=[CH:29][CH:28]=1.ClCCl, predict the reaction product. The product is: [CH3:25][O:26][C:27]1[CH:32]=[CH:31][C:30]([C:2]2[CH:10]=[CH:9][CH:8]=[C:7]3[C:3]=2[C:4]([CH3:18])=[C:5]([C:12]2[CH:17]=[CH:16][CH:15]=[CH:14][CH:13]=2)[N:6]3[CH3:11])=[CH:29][CH:28]=1. (2) The product is: [OH:22][C@H:3]1[C@H:2]([O:1][CH3:23])[C:11]2[CH:10]=[CH:9][N:8]3[CH:12]=[C:13]([CH3:15])[N:14]=[C:7]3[C:6]=2[NH:5][C@@H:4]1[C:16]1[CH:21]=[CH:20][CH:19]=[CH:18][CH:17]=1. Given the reactants [OH:1][C@H:2]1[C:11]2[CH:10]=[CH:9][N:8]3[CH:12]=[C:13]([CH3:15])[N:14]=[C:7]3[C:6]=2[NH:5][C@H:4]([C:16]2[CH:21]=[CH:20][CH:19]=[CH:18][CH:17]=2)[C@H:3]1[OH:22].[C:23]1(C)C=CC(S(O)(=O)=O)=CC=1.CC(C)=O, predict the reaction product. (3) The product is: [CH3:12][C:13]1([CH2:26][CH2:27][S:9][C:6]2[CH:7]=[CH:8][C:3]([S:2][CH3:1])=[CH:4][CH:5]=2)[CH2:14][CH2:15][N:16]([C:19]([O:21][C:22]([CH3:23])([CH3:24])[CH3:25])=[O:20])[CH2:17][CH2:18]1. Given the reactants [CH3:1][S:2][C:3]1[CH:8]=[CH:7][C:6]([SH:9])=[CH:5][CH:4]=1.[H-].[Na+].[CH3:12][C:13]1([CH2:26][CH2:27]OS(C2C=CC(C)=CC=2)(=O)=O)[CH2:18][CH2:17][N:16]([C:19]([O:21][C:22]([CH3:25])([CH3:24])[CH3:23])=[O:20])[CH2:15][CH2:14]1, predict the reaction product. (4) The product is: [F:1][C:2]1[CH:7]=[CH:6][C:5]([F:8])=[CH:4][C:3]=1[N:9]1[CH:13]=[CH:12][C:11]([NH:14][C:26](=[O:27])[CH2:25][C@H:23]2[CH2:22][CH2:21][N:20]3[C:16](=[O:15])[O:17][CH2:18][C@H:19]3[CH2:24]2)=[N:10]1. Given the reactants [F:1][C:2]1[CH:7]=[CH:6][C:5]([F:8])=[CH:4][C:3]=1[N:9]1[CH:13]=[CH:12][C:11]([NH2:14])=[N:10]1.[O:15]=[C:16]1[N:20]2[CH2:21][CH2:22][C@H:23]([CH2:25][C:26](O)=[O:27])[CH2:24][C@@H:19]2[CH2:18][O:17]1, predict the reaction product. (5) Given the reactants Cl.[OH:2][C:3]1([C@@H:18]2[CH2:23][CH2:22][CH2:21][CH2:20][NH:19]2)[CH2:6][N:5]([C:7]([C:9]2[CH:14]=[CH:13][C:12]([F:15])=[C:11]([F:16])[C:10]=2F)=[O:8])[CH2:4]1.[F:24][C:25]1[CH:31]=[C:30]([I:32])[CH:29]=[CH:28][C:26]=1[NH2:27].[Li+].C[Si]([N-][Si](C)(C)C)(C)C.S(=O)(=O)(O)O, predict the reaction product. The product is: [F:16][C:11]1[C:10]([NH:27][C:26]2[CH:28]=[CH:29][C:30]([I:32])=[CH:31][C:25]=2[F:24])=[C:9]([C:7]([N:5]2[CH2:6][C:3]([OH:2])([C@@H:18]3[CH2:23][CH2:22][CH2:21][CH2:20][NH:19]3)[CH2:4]2)=[O:8])[CH:14]=[CH:13][C:12]=1[F:15]. (6) Given the reactants [CH3:1][C:2]1[CH:11]=[C:10]([N:12]2[CH2:16][CH2:15][CH2:14][CH2:13]2)[C:9]2[C:4](=[CH:5][C:6]([OH:17])=[CH:7][CH:8]=2)[N:3]=1.[H-].[Na+].Br[CH2:21][C:22]([O:24][CH2:25][CH3:26])=[O:23].C([O-])(O)=O.[Na+], predict the reaction product. The product is: [CH2:25]([O:24][C:22](=[O:23])[CH2:21][O:17][C:6]1[CH:5]=[C:4]2[C:9]([C:10]([N:12]3[CH2:16][CH2:15][CH2:14][CH2:13]3)=[CH:11][C:2]([CH3:1])=[N:3]2)=[CH:8][CH:7]=1)[CH3:26].